From a dataset of Catalyst prediction with 721,799 reactions and 888 catalyst types from USPTO. Predict which catalyst facilitates the given reaction. (1) Reactant: [ClH:1].Cl.[CH2:3]([C:7]1[N:8]=[N:9][C:10]([O:32][CH:33]2[CH2:38][CH2:37][NH:36][CH2:35][CH2:34]2)=[CH:11][C:12]=1[C:13]1[CH:18]=[CH:17][C:16]([O:19][CH:20]2[CH2:25][CH2:24][CH2:23][CH2:22][CH2:21]2)=[C:15]([C:26]2[N:27]=[N:28][N:29]([CH3:31])[N:30]=2)[CH:14]=1)[CH2:4][CH2:5][CH3:6].C=O.O.[C:42](O[BH-](OC(=O)C)OC(=O)C)(=O)C.[Na+]. Product: [ClH:1].[ClH:1].[CH2:3]([C:7]1[N:8]=[N:9][C:10]([O:32][CH:33]2[CH2:38][CH2:37][N:36]([CH3:42])[CH2:35][CH2:34]2)=[CH:11][C:12]=1[C:13]1[CH:18]=[CH:17][C:16]([O:19][CH:20]2[CH2:21][CH2:22][CH2:23][CH2:24][CH2:25]2)=[C:15]([C:26]2[N:27]=[N:28][N:29]([CH3:31])[N:30]=2)[CH:14]=1)[CH2:4][CH2:5][CH3:6]. The catalyst class is: 322. (2) Reactant: FC1C=C(C=C(C(F)(F)F)C=1)CN([C@H]1CCCN([CH2:20][C:21]2[CH:26]=[CH:25][N:24]=[CH:23][CH:22]=2)C2C=C(C(F)(F)F)C(C)=CC1=2)C1N=NN(C)N=1.[Cl:43][C:44]1[CH:45]=[C:46]([CH:72]=[C:73]([C:75]([F:78])([F:77])[F:76])[CH:74]=1)[CH2:47][N:48]([C@H:55]1[CH2:61][CH2:60][CH2:59][NH:58][C:57]2[C:62]([CH3:71])=[C:63]([C:67]([F:70])([F:69])[F:68])[C:64]([CH3:66])=[CH:65][C:56]1=2)[C:49]1[N:50]=[N:51][N:52]([CH3:54])[N:53]=1.N1C=CC(C=O)=CC=1. Product: [Cl:43][C:44]1[CH:45]=[C:46]([CH:72]=[C:73]([C:75]([F:78])([F:76])[F:77])[CH:74]=1)[CH2:47][N:48]([C@H:55]1[CH2:61][CH2:60][CH2:59][N:58]([CH2:20][C:21]2[CH:26]=[CH:25][N:24]=[CH:23][CH:22]=2)[C:57]2[C:62]([CH3:71])=[C:63]([C:67]([F:68])([F:69])[F:70])[C:64]([CH3:66])=[CH:65][C:56]1=2)[C:49]1[N:50]=[N:51][N:52]([CH3:54])[N:53]=1. The catalyst class is: 68.